This data is from Forward reaction prediction with 1.9M reactions from USPTO patents (1976-2016). The task is: Predict the product of the given reaction. (1) Given the reactants [Cl:1][C:2]1[N:6]([C:7]2[CH:12]=[CH:11][CH:10]=[CH:9][CH:8]=2)[N:5]=[C:4]([CH3:13])[C:3]=1[CH:14]=O.[NH:16]1[C:24]2[C:19](=[CH:20][CH:21]=[CH:22][N:23]=2)[CH:18]=[CH:17]1, predict the reaction product. The product is: [Cl:1][C:2]1[N:6]([C:7]2[CH:12]=[CH:11][CH:10]=[CH:9][CH:8]=2)[N:5]=[C:4]([CH3:13])[C:3]=1[CH2:14][C:18]1[C:19]2[C:24](=[N:23][CH:22]=[CH:21][CH:20]=2)[NH:16][CH:17]=1. (2) The product is: [O:15]([C:13]([NH:1][C:2]1[CH:3]=[CH:4][C:5]([C:6]([O:8][CH3:9])=[O:7])=[CH:10][CH:11]=1)=[O:14])[C:16]1[CH:21]=[CH:20][CH:19]=[CH:18][CH:17]=1. Given the reactants [NH2:1][C:2]1[CH:11]=[CH:10][C:5]([C:6]([O:8][CH3:9])=[O:7])=[CH:4][CH:3]=1.Cl[C:13]([O:15][C:16]1[CH:21]=[CH:20][CH:19]=[CH:18][CH:17]=1)=[O:14], predict the reaction product.